Dataset: Catalyst prediction with 721,799 reactions and 888 catalyst types from USPTO. Task: Predict which catalyst facilitates the given reaction. Reactant: FC(F)(F)C(O)=O.O.C(OC([N:16]1[CH2:19][CH2:18][C@H:17]1[CH2:20][O:21][C:22]1[CH:23]=[N:24][CH:25]=[C:26]([C:28]2[CH:33]=[CH:32][CH:31]=[C:30]([CH2:34][C@@H:35]([O:43][CH3:44])[CH2:36][C:37]3[CH:42]=[CH:41][CH:40]=[CH:39][CH:38]=3)[CH:29]=2)[CH:27]=1)=O)(C)(C)C. Product: [NH:16]1[CH2:19][CH2:18][C@H:17]1[CH2:20][O:21][C:22]1[CH:23]=[N:24][CH:25]=[C:26]([C:28]2[CH:33]=[CH:32][CH:31]=[C:30]([CH2:34][C@@H:35]([O:43][CH3:44])[CH2:36][C:37]3[CH:42]=[CH:41][CH:40]=[CH:39][CH:38]=3)[CH:29]=2)[CH:27]=1. The catalyst class is: 2.